Dataset: Full USPTO retrosynthesis dataset with 1.9M reactions from patents (1976-2016). Task: Predict the reactants needed to synthesize the given product. (1) Given the product [CH3:77][C:78]1[CH:83]=[C:82]([N:84]2[CH2:89][CH2:88][N:87]([CH3:90])[CH2:86][CH2:85]2)[CH:81]=[CH:80][C:79]=1[NH:91][C:92]([N:94]1[C:98]2[N:99]=[C:100]([N:128]3[CH2:133][CH2:132][O:131][CH2:130][CH2:129]3)[N:101]=[C:102]([C:103]3[CH:104]=[N:105][C:106]([NH2:109])=[N:107][CH:108]=3)[C:97]=2[CH2:96][CH2:95]1)=[O:93], predict the reactants needed to synthesize it. The reactants are: COC1C=CC(CN(CC2C=CC(OC)=CC=2)C2N=CC(C3C4CCNC=4N=C(N4CCOCC4)N=3)=CN=2)=CC=1.CC1C=C(N2CCN(C)CC2)C=CC=1N.CN1CCNCC1.CC1C=CC(N2CCOCC2)=CC=1N.[CH3:77][C:78]1[CH:83]=[C:82]([N:84]2[CH2:89][CH2:88][N:87]([CH3:90])[CH2:86][CH2:85]2)[CH:81]=[CH:80][C:79]=1[NH:91][C:92]([N:94]1[C:98]2[N:99]=[C:100]([N:128]3[CH2:133][CH2:132][O:131][CH2:130][CH2:129]3)[N:101]=[C:102]([C:103]3[CH:104]=[N:105][C:106]([N:109](CC4C=CC(OC)=CC=4)CC4C=CC(OC)=CC=4)=[N:107][CH:108]=3)[C:97]=2[CH2:96][CH2:95]1)=[O:93]. (2) Given the product [CH3:14][O:15][C:16]([C:17]1[CH:22]=[CH:21][CH:20]=[CH:19][C:18]=1[CH2:23][O:1][C:2]1[CH:3]=[C:4]([CH2:8][C:9]([OH:11])=[O:10])[CH:5]=[CH:6][CH:7]=1)=[O:25], predict the reactants needed to synthesize it. The reactants are: [OH:1][C:2]1[CH:3]=[C:4]([CH2:8][C:9]([OH:11])=[O:10])[CH:5]=[CH:6][CH:7]=1.[OH-].[K+].[CH3:14][O:15][C:16](=[O:25])[C:17]1[CH:22]=[CH:21][CH:20]=[CH:19][C:18]=1[CH2:23]Br.